This data is from Reaction yield outcomes from USPTO patents with 853,638 reactions. The task is: Predict the reaction yield, written as a fraction of the theoretical maximum amount of product (1.0 means a 100% yield; for example, 0.34 means a 34% yield). (1) The reactants are N1C=CN=C1.[CH3:6][C:7]([Si:10](Cl)([CH3:12])[CH3:11])([CH3:9])[CH3:8].[CH2:14]([C:16]1[O:17][C:18]([CH2:21][CH2:22][OH:23])=[CH:19][CH:20]=1)[CH3:15]. The catalyst is CN(C=O)C.C(OCC)C. The product is [C:7]([Si:10]([O:23][CH2:22][CH2:21][C:18]1[O:17][C:16]([CH2:14][CH3:15])=[CH:20][CH:19]=1)([CH3:12])[CH3:11])([CH3:9])([CH3:8])[CH3:6]. The yield is 0.803. (2) The reactants are [O:1]=[C:2]1[N:6]([C@@H:7]([C:9]2[CH:14]=[CH:13][CH:12]=[CH:11][CH:10]=2)[CH3:8])[CH2:5][CH:4]([C:15]([OH:17])=[O:16])[CH2:3]1. The catalyst is ClCCl. The product is [O:1]=[C:2]1[N:6]([C@@H:7]([C:9]2[CH:14]=[CH:13][CH:12]=[CH:11][CH:10]=2)[CH3:8])[CH2:5][CH:4]([C:15]([O:17][C:4]([CH3:15])([CH3:5])[CH3:3])=[O:16])[CH2:3]1. The yield is 0.640.